This data is from Forward reaction prediction with 1.9M reactions from USPTO patents (1976-2016). The task is: Predict the product of the given reaction. (1) Given the reactants [F:1][C:2]1[C:3]([N+:19]([O-:21])=[O:20])=[C:4]([CH:8](C(OCC)=O)[C:9]([O:11]CC)=[O:10])[CH:5]=[CH:6][CH:7]=1.Cl, predict the reaction product. The product is: [F:1][C:2]1[C:3]([N+:19]([O-:21])=[O:20])=[C:4]([CH2:8][C:9]([OH:11])=[O:10])[CH:5]=[CH:6][CH:7]=1. (2) Given the reactants Br[C:2]1[N:6]2[CH:7]=[CH:8][C:9]([C:11]([F:14])([F:13])[F:12])=[N:10][C:5]2=[N:4][CH:3]=1.CC1(C)C(C)(C)OB([C:23]2[CH:24]=[C:25]([C:29]3[C:30]([C:35]#[N:36])=[CH:31][CH:32]=[CH:33][CH:34]=3)[CH:26]=[CH:27][CH:28]=2)O1, predict the reaction product. The product is: [F:12][C:11]([F:14])([F:13])[C:9]1[CH:8]=[CH:7][N:6]2[C:2]([C:27]3[CH:26]=[C:25]([C:29]4[C:30]([C:35]#[N:36])=[CH:31][CH:32]=[CH:33][CH:34]=4)[CH:24]=[CH:23][CH:28]=3)=[CH:3][N:4]=[C:5]2[N:10]=1. (3) Given the reactants C(Cl)CCl.Cl.[NH2:6][C:7]1[N:12]=[CH:11][C:10](/[CH:13]=[CH:14]/[C:15]([OH:17])=O)=[CH:9][C:8]=1[C:18]([OH:21])([CH3:20])[CH3:19].C1C=CC2N(O)N=NC=2C=1.[CH3:32][NH:33][CH2:34][C:35]1[C:39]2[CH:40]=[CH:41][CH:42]=[CH:43][C:38]=2[O:37][C:36]=1[CH3:44].C(N(C(C)C)C(C)C)C, predict the reaction product. The product is: [NH2:6][C:7]1[N:12]=[CH:11][C:10](/[CH:13]=[CH:14]/[C:15]([N:33]([CH3:32])[CH2:34][C:35]2[C:39]3[CH:40]=[CH:41][CH:42]=[CH:43][C:38]=3[O:37][C:36]=2[CH3:44])=[O:17])=[CH:9][C:8]=1[C:18]([OH:21])([CH3:20])[CH3:19]. (4) Given the reactants C(=O)(O)[O-].[Na+].O.[CH3:19][C:18]([O:17][C:15](O[C:15]([O:17][C:18]([CH3:21])([CH3:20])[CH3:19])=[O:16])=[O:16])([CH3:21])[CH3:20].[NH2:22][C@@H:23]([CH2:27][CH2:28][C@H:29]([S:45][S:46][CH3:47])[CH2:30][NH:31][C:32]([O:34][CH2:35][C:36]1[CH:41]=[CH:40][C:39]([N:42]=[N+:43]=[N-:44])=[CH:38][CH:37]=1)=[O:33])[C:24]([OH:26])=[O:25], predict the reaction product. The product is: [N:42]([C:39]1[CH:38]=[CH:37][C:36]([CH2:35][O:34][C:32]([NH:31][CH2:30][C@@H:29]([S:45][S:46][CH3:47])[CH2:28][CH2:27][C@H:23]([NH:22][C:15]([O:17][C:18]([CH3:19])([CH3:20])[CH3:21])=[O:16])[C:24]([OH:26])=[O:25])=[O:33])=[CH:41][CH:40]=1)=[N+:43]=[N-:44].